The task is: Predict the product of the given reaction.. This data is from Forward reaction prediction with 1.9M reactions from USPTO patents (1976-2016). Given the reactants [CH3:1][S:2]([N:5]1[CH2:10][CH2:9][CH:8]([OH:11])[CH2:7][CH2:6]1)(=[O:4])=[O:3].[H-].[Na+].F[C:15]1[CH:20]=[CH:19][C:18]([S:21]([N:24]([C:29]2[CH:34]=[CH:33][C:32]([F:35])=[CH:31][CH:30]=2)[CH2:25][CH:26]([CH3:28])[CH3:27])(=[O:23])=[O:22])=[CH:17][CH:16]=1, predict the reaction product. The product is: [F:35][C:32]1[CH:31]=[CH:30][C:29]([N:24]([CH2:25][CH:26]([CH3:28])[CH3:27])[S:21]([C:18]2[CH:19]=[CH:20][C:15]([O:11][CH:8]3[CH2:7][CH2:6][N:5]([S:2]([CH3:1])(=[O:4])=[O:3])[CH2:10][CH2:9]3)=[CH:16][CH:17]=2)(=[O:23])=[O:22])=[CH:34][CH:33]=1.